This data is from NCI-60 drug combinations with 297,098 pairs across 59 cell lines. The task is: Regression. Given two drug SMILES strings and cell line genomic features, predict the synergy score measuring deviation from expected non-interaction effect. (1) Drug 1: CN1C(=O)N2C=NC(=C2N=N1)C(=O)N. Drug 2: CC=C1C(=O)NC(C(=O)OC2CC(=O)NC(C(=O)NC(CSSCCC=C2)C(=O)N1)C(C)C)C(C)C. Cell line: OVCAR-8. Synergy scores: CSS=12.0, Synergy_ZIP=-5.65, Synergy_Bliss=-5.30, Synergy_Loewe=-56.5, Synergy_HSA=-13.5. (2) Drug 1: CC1C(C(CC(O1)OC2CC(CC3=C2C(=C4C(=C3O)C(=O)C5=C(C4=O)C(=CC=C5)OC)O)(C(=O)C)O)N)O.Cl. Drug 2: CC1CCCC2(C(O2)CC(NC(=O)CC(C(C(=O)C(C1O)C)(C)C)O)C(=CC3=CSC(=N3)C)C)C. Cell line: HS 578T. Synergy scores: CSS=20.2, Synergy_ZIP=-5.78, Synergy_Bliss=1.32, Synergy_Loewe=-2.54, Synergy_HSA=-0.430. (3) Drug 1: CCC1=CC2CC(C3=C(CN(C2)C1)C4=CC=CC=C4N3)(C5=C(C=C6C(=C5)C78CCN9C7C(C=CC9)(C(C(C8N6C)(C(=O)OC)O)OC(=O)C)CC)OC)C(=O)OC. Drug 2: C1CC(CCC1OC2=C(C(=CC=C2)Cl)F)(CC3=NC(=CC=C3)NC4=NC=CS4)C(=O)O. Cell line: UACC62. Synergy scores: CSS=26.3, Synergy_ZIP=-6.79, Synergy_Bliss=-11.9, Synergy_Loewe=-11.6, Synergy_HSA=-7.95. (4) Cell line: NCI-H460. Drug 2: CC(C)(C1=NC(=CC=C1)N2C3=NC(=NC=C3C(=O)N2CC=C)NC4=CC=C(C=C4)N5CCN(CC5)C)O. Synergy scores: CSS=30.4, Synergy_ZIP=-6.36, Synergy_Bliss=0.845, Synergy_Loewe=-3.17, Synergy_HSA=3.13. Drug 1: C1CC2CC3=C(CC1C24CN(S(=O)(=O)N4)CC(F)(F)F)C=CC(=C3)C=CCN5CCC(CC5)C(F)(F)F. (5) Drug 1: CCCCCOC(=O)NC1=NC(=O)N(C=C1F)C2C(C(C(O2)C)O)O. Synergy scores: CSS=20.8, Synergy_ZIP=-7.43, Synergy_Bliss=-5.84, Synergy_Loewe=-24.8, Synergy_HSA=-5.94. Drug 2: CS(=O)(=O)CCNCC1=CC=C(O1)C2=CC3=C(C=C2)N=CN=C3NC4=CC(=C(C=C4)OCC5=CC(=CC=C5)F)Cl. Cell line: ACHN. (6) Drug 1: C1=NC2=C(N1)C(=S)N=C(N2)N. Drug 2: CC1=CC=C(C=C1)C2=CC(=NN2C3=CC=C(C=C3)S(=O)(=O)N)C(F)(F)F. Cell line: HL-60(TB). Synergy scores: CSS=47.0, Synergy_ZIP=-1.35, Synergy_Bliss=-2.24, Synergy_Loewe=-24.0, Synergy_HSA=-1.86. (7) Drug 1: COC1=CC(=CC(=C1O)OC)C2C3C(COC3=O)C(C4=CC5=C(C=C24)OCO5)OC6C(C(C7C(O6)COC(O7)C8=CC=CS8)O)O. Drug 2: C1C(C(OC1N2C=NC(=NC2=O)N)CO)O. Cell line: MDA-MB-435. Synergy scores: CSS=0.791, Synergy_ZIP=-0.648, Synergy_Bliss=2.46, Synergy_Loewe=-5.26, Synergy_HSA=-1.66. (8) Drug 2: CC(C)CN1C=NC2=C1C3=CC=CC=C3N=C2N. Synergy scores: CSS=-1.36, Synergy_ZIP=-0.485, Synergy_Bliss=-1.93, Synergy_Loewe=-0.776, Synergy_HSA=-2.29. Cell line: CCRF-CEM. Drug 1: C1=CC=C(C(=C1)C(C2=CC=C(C=C2)Cl)C(Cl)Cl)Cl. (9) Drug 1: CNC(=O)C1=CC=CC=C1SC2=CC3=C(C=C2)C(=NN3)C=CC4=CC=CC=N4. Drug 2: CCC1(CC2CC(C3=C(CCN(C2)C1)C4=CC=CC=C4N3)(C5=C(C=C6C(=C5)C78CCN9C7C(C=CC9)(C(C(C8N6C)(C(=O)OC)O)OC(=O)C)CC)OC)C(=O)OC)O.OS(=O)(=O)O. Cell line: DU-145. Synergy scores: CSS=23.2, Synergy_ZIP=-4.30, Synergy_Bliss=-3.98, Synergy_Loewe=-34.9, Synergy_HSA=-5.73. (10) Drug 1: CC1CCC2CC(C(=CC=CC=CC(CC(C(=O)C(C(C(=CC(C(=O)CC(OC(=O)C3CCCCN3C(=O)C(=O)C1(O2)O)C(C)CC4CCC(C(C4)OC)OCCO)C)C)O)OC)C)C)C)OC. Drug 2: C1CCC(C(C1)N)N.C(=O)(C(=O)[O-])[O-].[Pt+4]. Cell line: IGROV1. Synergy scores: CSS=20.8, Synergy_ZIP=-6.34, Synergy_Bliss=-4.23, Synergy_Loewe=-1.83, Synergy_HSA=-1.28.